Dataset: Kir2.1 potassium channel HTS with 301,493 compounds. Task: Binary Classification. Given a drug SMILES string, predict its activity (active/inactive) in a high-throughput screening assay against a specified biological target. (1) The compound is Clc1ccc(CNC(=O)NC(C(C)C)C(O)=O)cc1. The result is 0 (inactive). (2) The molecule is O=C1N(CCc2n(c3c(c12)cccc3)C)Cc1nc[nH]c1C. The result is 0 (inactive). (3) The compound is O1CCN(CC1)c1nn2c(nnc2C)cc1. The result is 0 (inactive). (4) The molecule is s1c2ncn(\N=C\c3ccc(OC(F)F)cc3)c(=O)c2c(c2sccc2)c1. The result is 0 (inactive). (5) The compound is o1nc(nc1c1c2c(ccc1)cccc2)c1cccnc1. The result is 0 (inactive).